From a dataset of Full USPTO retrosynthesis dataset with 1.9M reactions from patents (1976-2016). Predict the reactants needed to synthesize the given product. (1) Given the product [CH2:2]([C:4]1[C:12]2[N:11]3[C@H:13]([CH3:18])[CH2:14][NH:15][C:16](=[O:17])[C@@H:10]3[CH2:9][C:8]=2[CH:7]=[CH:6][CH:5]=1)[CH3:3], predict the reactants needed to synthesize it. The reactants are: [Mg].[CH2:2]([C:4]1[C:12]2[N:11]3[C@H:13]([CH3:18])[CH2:14][NH:15][C:16](=[O:17])[C:10]3=[CH:9][C:8]=2[CH:7]=[CH:6][CH:5]=1)[CH3:3].[H][H].P([O-])([O-])([O-])=O.[K+].[K+].[K+]. (2) Given the product [F:21][C:15]([F:22])([C:2]1[CH:7]=[CH:6][C:5]([O:8][C:9]([F:12])([F:11])[F:10])=[C:4]([CH3:13])[CH:3]=1)[C:16]([O:18][CH2:19][CH3:20])=[O:17], predict the reactants needed to synthesize it. The reactants are: I[C:2]1[CH:7]=[CH:6][C:5]([O:8][C:9]([F:12])([F:11])[F:10])=[C:4]([CH3:13])[CH:3]=1.Br[C:15]([F:22])([F:21])[C:16]([O:18][CH2:19][CH3:20])=[O:17].[Cl-].[NH4+]. (3) Given the product [OH:28][C:7]([CH3:26])([CH2:6][CH2:5][C:4]1[C:9](=[O:8])[C:10]([CH3:13])=[C:11]([CH3:12])[C:2](=[O:1])[C:3]=1[CH3:27])[C:14]([NH:16][CH2:17][CH2:18][CH2:19][N:20]1[CH2:24][CH2:23][CH2:22][C:21]1=[O:25])=[O:15], predict the reactants needed to synthesize it. The reactants are: [OH:1][C:2]1[C:3]([CH3:27])=[C:4]2[C:9](=[C:10]([CH3:13])[C:11]=1[CH3:12])[O:8][C:7]([CH3:26])([C:14]([NH:16][CH2:17][CH2:18][CH2:19][N:20]1[CH2:24][CH2:23][CH2:22][C:21]1=[O:25])=[O:15])[CH2:6][CH2:5]2.[O:28]=[N+]([O-])[O-].[O-][N+](=O)[O-].[O-][N+](=O)[O-].[O-][N+](=O)[O-].[O-][N+](=O)[O-].[O-][N+](=O)[O-].[Ce+4].[NH4+].[NH4+]. (4) Given the product [F:21][C:18]1[CH:19]=[CH:20][C:15]([C:14]2[C:10]3[CH:9]=[CH:8][C:7]([O:6][CH2:5][CH2:4][CH2:3][CH2:2][N:23]4[CH2:26][CH2:25][CH2:24]4)=[CH:22][C:11]=3[S:12][CH:13]=2)=[CH:16][CH:17]=1, predict the reactants needed to synthesize it. The reactants are: Br[CH2:2][CH2:3][CH2:4][CH2:5][O:6][C:7]1[CH:8]=[CH:9][C:10]2[C:14]([C:15]3[CH:20]=[CH:19][C:18]([F:21])=[CH:17][CH:16]=3)=[CH:13][S:12][C:11]=2[CH:22]=1.[NH:23]1[CH2:26][CH2:25][CH2:24]1.